Dataset: Reaction yield outcomes from USPTO patents with 853,638 reactions. Task: Predict the reaction yield, written as a fraction of the theoretical maximum amount of product (1.0 means a 100% yield; for example, 0.34 means a 34% yield). (1) The reactants are [O:1]1[CH2:5][CH2:4][CH2:3][CH:2]1[C:6]([OH:8])=[O:7].C(Cl)(=O)C(Cl)=O.[O:15]=[CH:16][C:17]1[CH:25]=[CH:24][C:22](O)=[C:19]([O:20][CH3:21])[CH:18]=1.O1CCCC1C(Cl)=O.N1C=CC=CC=1. The catalyst is C(Cl)Cl.CN(C=O)C. The product is [O:1]1[CH2:5][CH2:4][CH2:3][CH:2]1[C:6]([O:8][C:22]1[CH:24]=[CH:25][C:17]([CH:16]=[O:15])=[CH:18][C:19]=1[O:20][CH3:21])=[O:7]. The yield is 0.390. (2) The reactants are [OH:1][C@H:2]1[CH2:19][CH2:18][C@@:17]2([CH3:20])[C@@H:4]([CH2:5][CH2:6][C@:7]3([CH3:37])[C@@H:16]2[CH2:15][CH2:14][C@H:13]2[C@@:8]3([CH3:36])[CH2:9][CH2:10][C@@:11]3([C:28]([N:30]4[CH2:35][CH2:34][CH2:33][CH2:32][CH2:31]4)=[O:29])[CH2:23][CH2:22][C@@H:21]([C:24]4([CH3:27])[CH2:26][CH2:25]4)[C@@H:12]32)[C:3]1([CH3:39])[CH3:38].C(O)(=O)[CH2:41][C:42]([CH2:47][C:48]([OH:50])=O)([C:44]([OH:46])=[O:45])O.[C:53](OCC)(=O)C. The catalyst is CN(C1C=CN=CC=1)C.CCCCCC. The product is [CH3:53][C:42]([CH3:41])([CH2:47][C:48](=[O:50])[O:1][C@H:2]1[CH2:19][CH2:18][C@@:17]2([CH3:20])[C@@H:4]([CH2:5][CH2:6][C@:7]3([CH3:37])[C@@H:16]2[CH2:15][CH2:14][C@H:13]2[C@@:8]3([CH3:36])[CH2:9][CH2:10][C@@:11]3([C:28]([N:30]4[CH2:35][CH2:34][CH2:33][CH2:32][CH2:31]4)=[O:29])[CH2:23][CH2:22][C@@H:21]([C:24]4([CH3:27])[CH2:25][CH2:26]4)[C@@H:12]32)[C:3]1([CH3:39])[CH3:38])[C:44]([OH:46])=[O:45]. The yield is 0.250. (3) The product is [NH2:10][C:3]1[C:2]([Cl:1])=[C:7]([NH:8][S:21]([CH2:18][CH2:19][CH3:20])(=[O:23])=[O:22])[CH:6]=[C:5]([F:9])[CH:4]=1. The yield is 0.0700. The catalyst is ClCCl.C(OCC)(=O)C. The reactants are [Cl:1][C:2]1[C:7]([NH2:8])=[CH:6][C:5]([F:9])=[CH:4][C:3]=1[NH2:10].C(N(CC)CC)C.[CH2:18]([S:21](Cl)(=[O:23])=[O:22])[CH2:19][CH3:20].C([O-])(O)=O.[Na+]. (4) The reactants are [CH:1]12[N:7]([C:8]3[CH:9]=[CH:10][C:11]([N+:20]([O-])=O)=[C:12]([C:14]#[C:15][CH2:16][N:17]([CH3:19])[CH3:18])[CH:13]=3)[CH:4]([CH2:5][CH2:6]1)[CH2:3][CH2:2]2. The catalyst is O.[Fe]. The product is [CH:1]12[N:7]([C:8]3[CH:9]=[CH:10][C:11]([NH2:20])=[C:12]([C:14]#[C:15][CH2:16][N:17]([CH3:19])[CH3:18])[CH:13]=3)[CH:4]([CH2:5][CH2:6]1)[CH2:3][CH2:2]2. The yield is 0.480. (5) The reactants are Cl.[N+:2]([C:5]1[CH:23]=[CH:22][CH:21]=[C:20]2[C:6]=1[C:7](=[O:31])[C:8]1([NH:25][C:26]([NH:28][CH2:29][CH3:30])=[O:27])[C:12]3[CH:13]=[CH:14][C:15]([CH:17]([CH3:19])[CH3:18])=[CH:16][C:11]=3[O:10][C:9]12[OH:24])([O-])=O.O. The catalyst is C(O)C.[Fe]. The product is [NH2:2][C:5]1[CH:23]=[CH:22][CH:21]=[C:20]2[C:6]=1[C:7](=[O:31])[C:8]1([NH:25][C:26]([NH:28][CH2:29][CH3:30])=[O:27])[C:12]3[CH:13]=[CH:14][C:15]([CH:17]([CH3:19])[CH3:18])=[CH:16][C:11]=3[O:10][C:9]12[OH:24]. The yield is 0.360. (6) The reactants are [N+:1]([C:4]1[CH:9]=[CH:8][C:7]([C:10]2[CH:15]=[CH:14][C:13]([C:16](=[O:28])[CH2:17][C:18]3([C:24]([O:26][CH3:27])=[O:25])[CH2:23][CH2:22][O:21][CH2:20][CH2:19]3)=[CH:12][CH:11]=2)=[CH:6][CH:5]=1)([O-])=O.Cl. The catalyst is C(O)C.[Fe]. The product is [NH2:1][C:4]1[CH:5]=[CH:6][C:7]([C:10]2[CH:11]=[CH:12][C:13]([C:16](=[O:28])[CH2:17][C:18]3([C:24]([O:26][CH3:27])=[O:25])[CH2:19][CH2:20][O:21][CH2:22][CH2:23]3)=[CH:14][CH:15]=2)=[CH:8][CH:9]=1. The yield is 0.910.